Regression. Given two drug SMILES strings and cell line genomic features, predict the synergy score measuring deviation from expected non-interaction effect. From a dataset of NCI-60 drug combinations with 297,098 pairs across 59 cell lines. (1) Drug 1: COC1=CC(=CC(=C1O)OC)C2C3C(COC3=O)C(C4=CC5=C(C=C24)OCO5)OC6C(C(C7C(O6)COC(O7)C8=CC=CS8)O)O. Drug 2: C1=NC2=C(N1)C(=S)N=CN2. Cell line: OVCAR-8. Synergy scores: CSS=15.9, Synergy_ZIP=-12.5, Synergy_Bliss=-16.0, Synergy_Loewe=-17.7, Synergy_HSA=-11.8. (2) Drug 1: CC1=CC=C(C=C1)C2=CC(=NN2C3=CC=C(C=C3)S(=O)(=O)N)C(F)(F)F. Drug 2: C1C(C(OC1N2C=NC3=C2NC=NCC3O)CO)O. Cell line: IGROV1. Synergy scores: CSS=-1.31, Synergy_ZIP=-0.227, Synergy_Bliss=-0.896, Synergy_Loewe=0.0235, Synergy_HSA=-1.16. (3) Drug 1: CCCS(=O)(=O)NC1=C(C(=C(C=C1)F)C(=O)C2=CNC3=C2C=C(C=N3)C4=CC=C(C=C4)Cl)F. Drug 2: CN(C(=O)NC(C=O)C(C(C(CO)O)O)O)N=O. Cell line: RXF 393. Synergy scores: CSS=3.17, Synergy_ZIP=-2.57, Synergy_Bliss=-2.32, Synergy_Loewe=-10.6, Synergy_HSA=-2.57.